This data is from NCI-60 drug combinations with 297,098 pairs across 59 cell lines. The task is: Regression. Given two drug SMILES strings and cell line genomic features, predict the synergy score measuring deviation from expected non-interaction effect. (1) Drug 1: CC1=C(C(=CC=C1)Cl)NC(=O)C2=CN=C(S2)NC3=CC(=NC(=N3)C)N4CCN(CC4)CCO. Drug 2: CC1CCCC2(C(O2)CC(NC(=O)CC(C(C(=O)C(C1O)C)(C)C)O)C(=CC3=CSC(=N3)C)C)C. Cell line: SNB-75. Synergy scores: CSS=49.7, Synergy_ZIP=-1.02, Synergy_Bliss=-0.103, Synergy_Loewe=2.55, Synergy_HSA=3.78. (2) Synergy scores: CSS=21.4, Synergy_ZIP=6.53, Synergy_Bliss=13.1, Synergy_Loewe=-8.32, Synergy_HSA=8.05. Drug 2: CS(=O)(=O)CCNCC1=CC=C(O1)C2=CC3=C(C=C2)N=CN=C3NC4=CC(=C(C=C4)OCC5=CC(=CC=C5)F)Cl. Cell line: MDA-MB-435. Drug 1: C1=CC(=C2C(=C1NCCNCCO)C(=O)C3=C(C=CC(=C3C2=O)O)O)NCCNCCO. (3) Drug 1: C1=CC(=CC=C1CCC2=CNC3=C2C(=O)NC(=N3)N)C(=O)NC(CCC(=O)O)C(=O)O. Drug 2: CCC1(CC2CC(C3=C(CCN(C2)C1)C4=CC=CC=C4N3)(C5=C(C=C6C(=C5)C78CCN9C7C(C=CC9)(C(C(C8N6C)(C(=O)OC)O)OC(=O)C)CC)OC)C(=O)OC)O.OS(=O)(=O)O. Cell line: MOLT-4. Synergy scores: CSS=91.7, Synergy_ZIP=2.60, Synergy_Bliss=0.193, Synergy_Loewe=-0.764, Synergy_HSA=0.513. (4) Drug 1: CC12CCC(CC1=CCC3C2CCC4(C3CC=C4C5=CN=CC=C5)C)O. Drug 2: CC1C(C(CC(O1)OC2CC(CC3=C2C(=C4C(=C3O)C(=O)C5=CC=CC=C5C4=O)O)(C(=O)C)O)N)O. Cell line: TK-10. Synergy scores: CSS=30.8, Synergy_ZIP=-3.71, Synergy_Bliss=-5.63, Synergy_Loewe=-31.0, Synergy_HSA=-5.88. (5) Drug 2: CN1C(=O)N2C=NC(=C2N=N1)C(=O)N. Drug 1: CN(C)N=NC1=C(NC=N1)C(=O)N. Cell line: SF-539. Synergy scores: CSS=2.53, Synergy_ZIP=-2.08, Synergy_Bliss=-1.07, Synergy_Loewe=-2.72, Synergy_HSA=-1.21. (6) Drug 1: COC1=C(C=C2C(=C1)N=CN=C2NC3=CC(=C(C=C3)F)Cl)OCCCN4CCOCC4. Drug 2: C1=CC=C(C=C1)NC(=O)CCCCCCC(=O)NO. Cell line: CCRF-CEM. Synergy scores: CSS=40.8, Synergy_ZIP=-6.91, Synergy_Bliss=-8.46, Synergy_Loewe=-6.81, Synergy_HSA=-7.10. (7) Drug 1: C1=CC(=C2C(=C1NCCNCCO)C(=O)C3=C(C=CC(=C3C2=O)O)O)NCCNCCO. Drug 2: CC(C)(C#N)C1=CC(=CC(=C1)CN2C=NC=N2)C(C)(C)C#N. Cell line: RXF 393. Synergy scores: CSS=22.2, Synergy_ZIP=-5.73, Synergy_Bliss=-4.39, Synergy_Loewe=-8.88, Synergy_HSA=-1.83.